From a dataset of Experimentally validated miRNA-target interactions with 360,000+ pairs, plus equal number of negative samples. Binary Classification. Given a miRNA mature sequence and a target amino acid sequence, predict their likelihood of interaction. (1) The miRNA is hsa-miR-518a-5p with sequence CUGCAAAGGGAAGCCCUUUC. The protein sequence of the target gene is MKRSSVSSGGAGRLSMQELRSQDVNKQGLYTPQTKEKPTFGKLSINKPTSERKVSLFGKRTSGHGSRNSQLGIFSSSEKIKDPRPLNDKAFIQQCIRQLCEFLTENGYAHNVSMKSLQAPSVKDFLKIFTFLYGFLCPSYELPDTKFEEEVPRIFKDLGYPFALSKSSMYTVGAPHTWPHIVAALVWLIDCIKIHTAMKESSPLFDDGQPWGEETEDGIMHNKLFLDYTIKCYESFMSGADSFDEMNAELQSKLKDLFNVDAFKLESLEAKNRALNEQIARLEQEREKEPNRLESLRKLK.... Result: 0 (no interaction). (2) The miRNA is hsa-miR-302a-3p with sequence UAAGUGCUUCCAUGUUUUGGUGA. The protein sequence of the target gene is MASSSSVPASSTPSKKPRDKIADWFRQALLKKPKKMPISQESHLYDGSQTATQDGLSPSSCSSPPSHSSPESRSSPSSCSSGMSPTSPPTHVDSSSSSSGRWSKDYDVCVCHSEEDLEAAQELVSYLEGSQASLRCFLQLRDAAPGGAIVSELCQALSRSHCRALLITPGFLRDPWCKYQMLQALTEAPASEGCTIPLLSGLSRAAYPPELRFMYYVDGRGKDGGFYQVKEAVIHYLETLS. Result: 0 (no interaction). (3) The miRNA is hsa-miR-1301-3p with sequence UUGCAGCUGCCUGGGAGUGACUUC. The protein sequence of the target gene is MALTLFDTDEYRPPVWKSYLYQLQQEAPHPRRITCTCEVENRPKYYGREFHGMISREAADQLLIVAEGSYLIRESQRQPGTYTLALRFGSQTRNFRLYYDGKHFVGEKRFESIHDLVTDGLITLYIETKAAEYIAKMTINPIYEHVGYTTLNREPAYKKHMPVLKETHDERDSTGQDGVSEKRLTSLVRRATLKENEQIPKYEKIHNFKVHTFRGPHWCEYCANFMWGLIAQGVKCADCGLNVHKQCSKMVPNDCKPDLKHVKKVYSCDLTTLVKAHTTKRPMVVDMCIREIESRGLNSE.... Result: 1 (interaction). (4) The miRNA is mmu-miR-3106-5p with sequence UGGCUCAUUUAGAAGCAGCCA. The protein sequence of the target gene is MEALAPGRAPRGRRRAGASGSVLSPLSLAAVLLCALLRAPPAVGHLARLPRSIHLTQDSLKIVGSTHFPVSVYVMLHQKSPHVLCVTQRLRNTELVDPSFQWHGPKGKLVSENTTAQVTSTGSLIFQSFEETMSGVYTCFLEYKPTVEESIKNLQLKYIVYAYREPRFYYQFTARYHAAPCNSIYNISFEKKLLQILSKLVLDLSCEISLIKSECHRVKMQRAGLQNELFFTFSVASIDTEKGSKPCTDHSCEASKRLSKAKNLIERFFIQQVEVLGKRAEPLPEIYYIEGTLQMVWVNR.... Result: 0 (no interaction). (5) The protein sequence of the target gene is MEPGLSGERRSMAPLLEYERQQVLELLDSDGLVVCARGLGTDRLLYHFLRLHCHPACLVLVLNTQPAEEEYFINQLKIEGVEHLPRRVTNEIASNSRYEVYTQGGIIFATSRILVVDFLTGRIPSDLITGILVYRAHRIIESCQEAFILRLFRQKNKRGFIKAFTDNAVAFDTGFCHVERVMRNLFVRKLYLWPRFHVAVNSFLEQHKPEVVEIHVSMTPAMLAIQTAILDILNACLKELKCHNPSLEVEDLSLENALGKPFDKTIRHYLDPLWHQLGAKTKSLVQDLKILRTLLQYLSQ.... Result: 0 (no interaction). The miRNA is hsa-miR-4296 with sequence AUGUGGGCUCAGGCUCA. (6) The miRNA is hsa-miR-210-5p with sequence AGCCCCUGCCCACCGCACACUG. The protein sequence of the target gene is MGSARRALSVVPAVLLILVLPVWAQNDTEPIVLEGKCLVVCDSNPATDSKGSSSSPLGISVRAANSKVAFSAVRSTNHEPSEMSNKTRIIYFDQILVNVGNFFTLESVFVAPRKGIYSFSFHVIKVYQSQTIQVNLMLNGKPVISAFAGDKDVTREAATNGVLLYLDKEDKVYLKLEKGNLLGGWQYSTFSGFLVFPL. Result: 0 (no interaction).